This data is from Reaction yield outcomes from USPTO patents with 853,638 reactions. The task is: Predict the reaction yield, written as a fraction of the theoretical maximum amount of product (1.0 means a 100% yield; for example, 0.34 means a 34% yield). (1) The reactants are [C:1]([O:4][CH:5]1[C:9]2[N:10]=[CH:11][N:12]=[C:13](Cl)[C:8]=2[CH2:7][CH2:6]1)(=[O:3])[CH3:2].[C:15]([N:22]1[CH2:27][CH2:26][NH:25][CH2:24][CH2:23]1)([O:17][C:18]([CH3:21])([CH3:20])[CH3:19])=[O:16]. The catalyst is CN1C(=O)CCC1.C(OCC)(=O)C. The product is [C:1]([O:4][CH:5]1[C:9]2[N:10]=[CH:11][N:12]=[C:13]([N:25]3[CH2:24][CH2:23][N:22]([C:15]([O:17][C:18]([CH3:21])([CH3:20])[CH3:19])=[O:16])[CH2:27][CH2:26]3)[C:8]=2[CH2:7][CH2:6]1)(=[O:3])[CH3:2]. The yield is 0.750. (2) The product is [Cl:9][C:10]1[CH:15]=[CH:14][C:13]([C:2]2[CH:3]=[N:4][C:5]([NH2:8])=[N:6][CH:7]=2)=[C:12]([F:19])[CH:11]=1. The reactants are Br[C:2]1[CH:3]=[N:4][C:5]([NH2:8])=[N:6][CH:7]=1.[Cl:9][C:10]1[CH:15]=[CH:14][C:13](B(O)O)=[C:12]([F:19])[CH:11]=1.C(=O)([O-])[O-].[Na+].[Na+]. The catalyst is FC(F)(F)C([O-])=O.[Pd+2].FC(F)(F)C([O-])=O.C1(P(C2C=CC=CC=2)C2C=CC=CC=2)C=CC=CC=1.O. The yield is 0.740. (3) The reactants are [C:1](N1C=CN=C1)(N1C=CN=C1)=[O:2].[CH2:13]([O:20][NH:21][CH2:22][CH2:23][CH2:24][CH2:25][CH2:26][CH2:27][N:28]1[C:34](=[O:35])[C:33]2[CH:36]=[CH:37][CH:38]=[CH:39][C:32]=2[O:31][C:30]2[CH:40]=[CH:41][CH:42]=[CH:43][C:29]1=2)[C:14]1[CH:19]=[CH:18][CH:17]=[CH:16][CH:15]=1.C(O)=O. The catalyst is C1COCC1.C(OCC)(=O)C. The product is [CH2:13]([O:20][N:21]([CH2:22][CH2:23][CH2:24][CH2:25][CH2:26][CH2:27][N:28]1[C:34](=[O:35])[C:33]2[CH:36]=[CH:37][CH:38]=[CH:39][C:32]=2[O:31][C:30]2[CH:40]=[CH:41][CH:42]=[CH:43][C:29]1=2)[CH:1]=[O:2])[C:14]1[CH:19]=[CH:18][CH:17]=[CH:16][CH:15]=1. The yield is 0.500. (4) The product is [Br:47][C:48]1[CH:53]=[C:52]([O:54][CH3:55])[C:51]([O:56][CH3:57])=[CH:50][C:49]=1[C:25]1[C:24]([CH:21]([CH3:23])[CH3:22])=[CH:29][C:28]([CH:30]([CH3:32])[CH3:31])=[CH:27][C:26]=1[CH:33]([CH3:35])[CH3:34]. The catalyst is O.C1C=CC(/C=C/C(/C=C/C2C=CC=CC=2)=O)=CC=1.C1C=CC(/C=C/C(/C=C/C2C=CC=CC=2)=O)=CC=1.C1C=CC(/C=C/C(/C=C/C2C=CC=CC=2)=O)=CC=1.[Pd].[Pd]. The reactants are CC12CC3(C)OC(C)(CC(C)(O3)O1)P2C1C=CC=CC=1.[CH:21]([C:24]1[CH:29]=[C:28]([CH:30]([CH3:32])[CH3:31])[CH:27]=[C:26]([CH:33]([CH3:35])[CH3:34])[C:25]=1B(O)O)([CH3:23])[CH3:22].P([O-])([O-])([O-])=O.[K+].[K+].[K+].[Br:47][C:48]1[CH:53]=[C:52]([O:54][CH3:55])[C:51]([O:56][CH3:57])=[CH:50][C:49]=1Br. The yield is 0.320. (5) The yield is 0.850. The product is [F:42][C:43]1[CH:44]=[C:45]([CH:61]=[CH:62][CH:63]=1)[CH2:46][N:47]1[CH:51]=[C:50]([C:2]2[C:10]3[C:5](=[N:6][CH:7]=[C:8]([C:11]4[CH:12]=[CH:13][C:14]([N:19]5[CH2:24][CH2:23][N:22]([C:25]([O:27][C:28]([CH3:31])([CH3:30])[CH3:29])=[O:26])[CH2:21][CH2:20]5)=[N:15][C:16]=4[O:17][CH3:18])[CH:9]=3)[N:4]([S:32]([C:35]3[CH:41]=[CH:40][C:38]([CH3:39])=[CH:37][CH:36]=3)(=[O:34])=[O:33])[CH:3]=2)[CH:49]=[N:48]1. The catalyst is C1(C)C=CC=CC=1.C(O)C.O.C1C=CC(P(C2C=CC=CC=2)[C-]2C=CC=C2)=CC=1.C1C=CC(P(C2C=CC=CC=2)[C-]2C=CC=C2)=CC=1.Cl[Pd]Cl.[Fe+2]. The reactants are I[C:2]1[C:10]2[C:5](=[N:6][CH:7]=[C:8]([C:11]3[CH:12]=[CH:13][C:14]([N:19]4[CH2:24][CH2:23][N:22]([C:25]([O:27][C:28]([CH3:31])([CH3:30])[CH3:29])=[O:26])[CH2:21][CH2:20]4)=[N:15][C:16]=3[O:17][CH3:18])[CH:9]=2)[N:4]([S:32]([C:35]2[CH:41]=[CH:40][C:38]([CH3:39])=[CH:37][CH:36]=2)(=[O:34])=[O:33])[CH:3]=1.[F:42][C:43]1[CH:44]=[C:45]([CH:61]=[CH:62][CH:63]=1)[CH2:46][N:47]1[CH:51]=[C:50](B2OC(C)(C)C(C)(C)O2)[CH:49]=[N:48]1.C(=O)([O-])[O-].[Na+].[Na+]. (6) The reactants are FC(F)(F)S(O[C:7]1[CH:16]=[CH:15][C:14]2[C:9](=[CH:10][CH:11]=[C:12]([O:17][CH3:18])[CH:13]=2)[C:8]=1[Br:19])(=O)=O.[CH3:22][O:23][C:24]([C:26]1[CH:31]=[CH:30][C:29](B(O)O)=[CH:28][CH:27]=1)=[O:25].C([O-])([O-])=O.[Na+].[Na+]. The catalyst is C1(C)C=CC=CC=1.CCO. The product is [Br:19][C:8]1[C:9]2[C:14](=[CH:13][C:12]([O:17][CH3:18])=[CH:11][CH:10]=2)[CH:15]=[CH:16][C:7]=1[C:29]1[CH:30]=[CH:31][C:26]([C:24]([O:23][CH3:22])=[O:25])=[CH:27][CH:28]=1. The yield is 0.450. (7) The reactants are [C:1]1([S:7][C:8]2[CH:13]=[CH:12][C:11]([O:14][CH2:15][CH2:16][CH2:17][CH2:18][CH2:19][CH3:20])=[CH:10][CH:9]=2)[CH:6]=[CH:5][CH:4]=[CH:3][CH:2]=1.OO.O.O.O.O.O.S([O-])([O-])(=[O:30])=S.[Na+].[Na+].O. The catalyst is C(O)(=O)C. The product is [C:1]1([S:7]([C:8]2[CH:13]=[CH:12][C:11]([O:14][CH2:15][CH2:16][CH2:17][CH2:18][CH2:19][CH3:20])=[CH:10][CH:9]=2)=[O:30])[CH:2]=[CH:3][CH:4]=[CH:5][CH:6]=1. The yield is 0.950. (8) The reactants are [Si:1]([O:8][CH2:9][C@@H:10]1[C@H:14]2[O:15][C:16]([CH3:19])([CH3:18])[O:17][C@H:13]2[C@H:12]([N:20]2[CH:28]=[N:27][C:26]3[C:21]2=[N:22][CH:23]=[N:24][C:25]=3Cl)[O:11]1)([C:4]([CH3:7])([CH3:6])[CH3:5])([CH3:3])[CH3:2].[CH2:30]([Sn](CCCC)(CCCC)C=C)[CH2:31]CC. The catalyst is ClCCCl.Cl[Pd](Cl)([P](C1C=CC=CC=1)(C1C=CC=CC=1)C1C=CC=CC=1)[P](C1C=CC=CC=1)(C1C=CC=CC=1)C1C=CC=CC=1. The product is [Si:1]([O:8][CH2:9][C@@H:10]1[C@H:14]2[O:15][C:16]([CH3:19])([CH3:18])[O:17][C@H:13]2[C@H:12]([N:20]2[CH:28]=[N:27][C:26]3[C:21]2=[N:22][CH:23]=[N:24][C:25]=3[CH:30]=[CH2:31])[O:11]1)([C:4]([CH3:7])([CH3:6])[CH3:5])([CH3:3])[CH3:2]. The yield is 0.670. (9) The reactants are [Cl:1][C:2]1[CH:3]=[C:4]([CH:7]=[C:8]([CH2:10][CH:11]2[CH2:13][CH2:12]2)[CH:9]=1)[CH:5]=O.C1(S([CH2:23][C:24]#[N:25])(=O)=O)C=CC=CC=1.C(O[K])(C)=O.[N-:31]=[N+:32]=[N-:33].[Na+]. The catalyst is C1(C)C=CC=CC=1.CN(C=O)C. The product is [Cl:1][C:2]1[CH:3]=[C:4]([C:5]2[N:33]=[N:32][NH:31][C:23]=2[C:24]#[N:25])[CH:7]=[C:8]([CH2:10][CH:11]2[CH2:13][CH2:12]2)[CH:9]=1. The yield is 0.940.